Dataset: Forward reaction prediction with 1.9M reactions from USPTO patents (1976-2016). Task: Predict the product of the given reaction. (1) Given the reactants [H-].[Na+].C1(C(C2C=CC=CC=2)=[N:10][CH2:11][C:12]([O:14][CH2:15][CH3:16])=[O:13])C=CC=CC=1.Cl[C:24]1[C:29]([Cl:30])=[CH:28][C:27]([Cl:31])=[CH:26][N:25]=1.Cl, predict the reaction product. The product is: [Cl:30][C:29]1[C:24]([CH:11]([C:12]([O:14][CH2:15][CH3:16])=[O:13])[NH2:10])=[N:25][CH:26]=[C:27]([Cl:31])[CH:28]=1. (2) Given the reactants COC(=O)[C@@H](NC([C@@H]1CC2C=C3C(O[C@H](C4C=CC(O)=CC=4)C(=O)N3C)=CC=2CN1[C@H](C1C=CC=CC=1)CC)=O)CC1C=CC(C2C=CC(OC)=CC=2)=CC=1.C[O:57][C:58](=[O:119])[C@@H:59]([NH:75][C:76]([C@@H:78]1[CH2:91][C:90]2[CH:89]=[C:88]3[C:83]([O:84][C@H:85]([C:94]4[CH:99]=[CH:98][C:97]([O:100][CH2:101][C:102]5[CH:107]=[CH:106][C:105]([Cl:108])=[C:104]([Cl:109])[CH:103]=5)=[CH:96][CH:95]=4)[C:86](=[O:93])[N:87]3[CH3:92])=[CH:82][C:81]=2[CH2:80][N:79]1[C@H:110]([C:113]1[CH:118]=[CH:117][CH:116]=[CH:115][CH:114]=1)[CH2:111][CH3:112])=[O:77])[CH2:60][C:61]1[CH:66]=[CH:65][C:64]([C:67]2[CH:72]=[CH:71][C:70]([O:73][CH3:74])=[CH:69][CH:68]=2)=[CH:63][CH:62]=1, predict the reaction product. The product is: [Cl:109][C:104]1[CH:103]=[C:102]([CH:107]=[CH:106][C:105]=1[Cl:108])[CH2:101][O:100][C:97]1[CH:98]=[CH:99][C:94]([C@H:85]2[O:84][C:83]3[C:88](=[CH:89][C:90]4[CH2:91][C@@H:78]([C:76]([NH:75][C@@H:59]([CH2:60][C:61]5[CH:66]=[CH:65][C:64]([C:67]6[CH:68]=[CH:69][C:70]([O:73][CH3:74])=[CH:71][CH:72]=6)=[CH:63][CH:62]=5)[C:58]([OH:119])=[O:57])=[O:77])[N:79]([C@H:110]([C:113]5[CH:114]=[CH:115][CH:116]=[CH:117][CH:118]=5)[CH2:111][CH3:112])[CH2:80][C:81]=4[CH:82]=3)[N:87]([CH3:92])[C:86]2=[O:93])=[CH:95][CH:96]=1. (3) Given the reactants Br[C:2]1[CH:12]=[CH:11][C:5]2[NH:6][S:7](=[O:10])(=[O:9])[CH2:8][C:4]=2[CH:3]=1.[B:13]1([B:13]2[O:17][C:16]([CH3:19])([CH3:18])[C:15]([CH3:21])([CH3:20])[O:14]2)[O:17][C:16]([CH3:19])([CH3:18])[C:15]([CH3:21])([CH3:20])[O:14]1.C([O-])(=O)C.[K+], predict the reaction product. The product is: [CH3:20][C:15]1([CH3:21])[C:16]([CH3:19])([CH3:18])[O:17][B:13]([C:2]2[CH:12]=[CH:11][C:5]3[NH:6][S:7](=[O:10])(=[O:9])[CH2:8][C:4]=3[CH:3]=2)[O:14]1. (4) Given the reactants [NH2:1][C:2]1[N:11]=[CH:10][C:9]2[NH:8][C:7](=[O:12])[C@@H:6]([CH3:13])[N:5]([CH2:14][C:15]3[C:20]([CH3:21])=[C:19]([O:22][CH3:23])[C:18]([CH3:24])=[CH:17][N:16]=3)[C:4]=2[N:3]=1.[CH3:25][O:26][CH2:27][CH2:28][CH2:29]O.C1(P(C2C=CC=CC=2)C2C=CC=CC=2)C=CC=CC=1.CC(OC(/N=N/C(OC(C)C)=O)=O)C, predict the reaction product. The product is: [NH2:1][C:2]1[N:11]=[CH:10][C:9]2[N:8]([CH2:29][CH2:28][CH2:27][O:26][CH3:25])[C:7](=[O:12])[C@@H:6]([CH3:13])[N:5]([CH2:14][C:15]3[C:20]([CH3:21])=[C:19]([O:22][CH3:23])[C:18]([CH3:24])=[CH:17][N:16]=3)[C:4]=2[N:3]=1. (5) Given the reactants [NH2:1][C:2]1[CH:7]=[CH:6][C:5]([C:8](=[CH:14][C:15]2[CH:20]=[C:19]([O:21][CH3:22])[CH:18]=[C:17]([O:23][CH3:24])[CH:16]=2)[C:9]([N:11]([CH3:13])[CH3:12])=[O:10])=[CH:4][CH:3]=1.F[P-](F)(F)(F)(F)F.N1(O[P+](N(C)C)(N(C)C)N(C)C)C2C=CC=CC=2N=N1.[OH:52][C:53]1[CH:54]=[C:55]([CH:59]=[CH:60][CH:61]=1)[C:56](O)=[O:57].C(N(CC)CC)C, predict the reaction product. The product is: [CH3:24][O:23][C:17]1[CH:16]=[C:15]([CH:14]=[C:8]([C:5]2[CH:6]=[CH:7][C:2]([NH:1][C:56](=[O:57])[C:55]3[CH:59]=[CH:60][CH:61]=[C:53]([OH:52])[CH:54]=3)=[CH:3][CH:4]=2)[C:9](=[O:10])[N:11]([CH3:13])[CH3:12])[CH:20]=[C:19]([O:21][CH3:22])[CH:18]=1. (6) Given the reactants [N:1]1[C:10]2[C:5](=[CH:6][CH:7]=[CH:8][CH:9]=2)[CH:4]=[CH:3][C:2]=1[CH2:11][CH2:12][C:13]1[CH:21]=[CH:20][C:16]([C:17](O)=[O:18])=[CH:15][CH:14]=1.C(#N)C.Cl.[CH3:26][O:27][NH:28][CH3:29].[OH-].[Na+], predict the reaction product. The product is: [CH3:26][O:27][N:28]([CH3:29])[C:17](=[O:18])[C:16]1[CH:20]=[CH:21][C:13]([CH2:12][CH2:11][C:2]2[CH:3]=[CH:4][C:5]3[C:10](=[CH:9][CH:8]=[CH:7][CH:6]=3)[N:1]=2)=[CH:14][CH:15]=1. (7) Given the reactants [ClH:1].Cl.[NH2:3][C:4]1[NH:5][C:6](=[CH:10][CH2:11][CH2:12][NH2:13])[C:7](=[O:9])[N:8]=1.Cl.NC1NC=C(CCCN[C:25]([C:27]2[N:28]([CH3:34])[C:29]([Br:33])=[C:30]([Br:32])[CH:31]=2)=[O:26])N=1, predict the reaction product. The product is: [ClH:1].[NH2:3][C:4]1[NH:5][C:6](=[CH:10][CH2:11][CH2:12][NH:13][C:25]([C:27]2[N:28]([CH3:34])[C:29]([Br:33])=[C:30]([Br:32])[CH:31]=2)=[O:26])[C:7](=[O:9])[N:8]=1.